This data is from Full USPTO retrosynthesis dataset with 1.9M reactions from patents (1976-2016). The task is: Predict the reactants needed to synthesize the given product. Given the product [Br:18][C:19]1[CH:25]=[CH:24][C:22]([N:23]2[C:9]([C:26]#[N:27])=[C:8]3[C:7]([CH:6]=[C:5]([N+:15]([O-:17])=[O:16])[C:4]([CH:1]4[CH2:2][CH2:3]4)=[CH:11]3)=[N+:12]2[O-:14])=[CH:21][CH:20]=1, predict the reactants needed to synthesize it. The reactants are: [CH:1]1([C:4]2[C:5]([N+:15]([O-:17])=[O:16])=[CH:6][C:7]([N+:12]([O-:14])=O)=[C:8]([CH:11]=2)[CH:9]=O)[CH2:3][CH2:2]1.[Br:18][C:19]1[CH:25]=[CH:24][C:22]([NH2:23])=[CH:21][CH:20]=1.[C-:26]#[N:27].[Na+].C(OC(=O)C)(=O)C.